From a dataset of Catalyst prediction with 721,799 reactions and 888 catalyst types from USPTO. Predict which catalyst facilitates the given reaction. (1) Reactant: [OH-].[Na+].C1COCC1.[Cl:8][C:9]1[CH:14]=[CH:13][C:12]([C:15]2[CH:20]=[CH:19][C:18]([NH:21][C:22]([C:24]3[CH:29]=[CH:28][C:27]([CH3:30])=[CH:26][C:25]=3[C:31]3[CH:32]=[CH:33][C:34]([C:37]([NH:39][CH2:40][CH2:41][C:42]([O:44]CC)=[O:43])=[O:38])=[N:35][CH:36]=3)=[O:23])=[CH:17][CH:16]=2)=[CH:11][CH:10]=1.Cl. Product: [Cl:8][C:9]1[CH:10]=[CH:11][C:12]([C:15]2[CH:20]=[CH:19][C:18]([NH:21][C:22]([C:24]3[CH:29]=[CH:28][C:27]([CH3:30])=[CH:26][C:25]=3[C:31]3[CH:32]=[CH:33][C:34]([C:37]([NH:39][CH2:40][CH2:41][C:42]([OH:44])=[O:43])=[O:38])=[N:35][CH:36]=3)=[O:23])=[CH:17][CH:16]=2)=[CH:13][CH:14]=1. The catalyst class is: 5. (2) Reactant: [CH2:1](O)[CH2:2][CH2:3][CH2:4][CH2:5][CH2:6][CH2:7][CH2:8][CH2:9][CH2:10]/[CH:11]=[CH:12]\[CH2:13][CH3:14].[O:16]1[CH2:20][C:19](=[O:21])[NH:18][C:17]1=[O:22].C1(P(C2C=CC=CC=2)C2C=CC=CC=2)C=CC=CC=1.N(C(OCC)=O)=NC(OCC)=O. Product: [CH2:1]([N:18]1[C:19](=[O:21])[CH2:20][O:16][C:17]1=[O:22])[CH2:2][CH2:3][CH2:4][CH2:5][CH2:6][CH2:7][CH2:8][CH2:9][CH2:10]/[CH:11]=[CH:12]\[CH2:13][CH3:14]. The catalyst class is: 207. (3) Reactant: C([N:8]1[CH:12]=[CH:11][N:10]=[CH:9]1)([N:8]1[CH:12]=[CH:11][N:10]=[CH:9]1)=O.[Cl:13][C:14]1[CH:15]=[C:16]([CH2:21][C:22]([N:24]2[CH2:29][CH2:28][NH:27][CH2:26][C@@H:25]2[CH2:30][N:31]2[CH2:35][CH2:34][CH2:33][CH2:32]2)=[O:23])[CH:17]=[CH:18][C:19]=1[Cl:20].Cl. Product: [C:22](=[C:11]1[CH:12]=[N:8][CH:9]=[N:10]1)=[O:23].[ClH:13].[Cl:13][C:14]1[CH:15]=[C:16]([CH2:21][C:22]([N:24]2[CH2:29][CH2:28][NH:27][CH2:26][C@@H:25]2[CH2:30][N:31]2[CH2:35][CH2:34][CH2:33][CH2:32]2)=[O:23])[CH:17]=[CH:18][C:19]=1[Cl:20]. The catalyst class is: 6. (4) Reactant: [CH:25]1[CH:30]=[CH:29][C:28](P([C:25]2[CH:30]=[CH:29][CH:28]=[CH:27][CH:26]=2)CCCCP([C:25]2[CH:30]=[CH:29][CH:28]=[CH:27][CH:26]=2)[C:25]2[CH:30]=[CH:29][CH:28]=[CH:27][CH:26]=2)=[CH:27][CH:26]=1.[C:31]([O-])([O-])=[O:32].[K+].[K+].C(O[CH2:45][C:46]([CH3:50])([CH3:49])[C:47]#[CH:48])C1C=CC=CC=1. Product: [CH2:31]([O:32][C:48]#[C:47][C:46]([CH3:45])([CH3:49])[CH3:50])[C:25]1[CH:26]=[CH:27][CH:28]=[CH:29][CH:30]=1. The catalyst class is: 10. (5) Reactant: [C:1]([N:20]1[CH2:25][CH2:24][CH2:23][C:22](=[O:26])[CH2:21]1)([C:14]1[CH:19]=[CH:18][CH:17]=[CH:16][CH:15]=1)([C:8]1[CH:13]=[CH:12][CH:11]=[CH:10][CH:9]=1)[C:2]1[CH:7]=[CH:6][CH:5]=[CH:4][CH:3]=1.CO[CH:29]([N:32]([CH3:34])[CH3:33])OC. Product: [CH3:29][N:32]([CH:34]=[C:23]1[CH2:24][CH2:25][N:20]([C:1]([C:8]2[CH:13]=[CH:12][CH:11]=[CH:10][CH:9]=2)([C:14]2[CH:15]=[CH:16][CH:17]=[CH:18][CH:19]=2)[C:2]2[CH:7]=[CH:6][CH:5]=[CH:4][CH:3]=2)[CH2:21][C:22]1=[O:26])[CH3:33]. The catalyst class is: 3. (6) Reactant: [C:1]([C:4]1[CH:9]=[CH:8][C:7]([N:10]2[C:14]([Cl:15])=[CH:13][C:12]([NH2:16])=[C:11]2[C:17]([O:19][CH2:20][CH3:21])=[O:18])=[CH:6][CH:5]=1)(=[O:3])[CH3:2].[C:22]([CH2:24][C:25](O)=[O:26])#[N:23].C(N(CC)CC)C.C(Cl)CCl.C1C=CC2N(O)N=NC=2C=1. Product: [C:1]([C:4]1[CH:5]=[CH:6][C:7]([N:10]2[C:14]([Cl:15])=[CH:13][C:12]([NH:16][C:25](=[O:26])[CH2:24][C:22]#[N:23])=[C:11]2[C:17]([O:19][CH2:20][CH3:21])=[O:18])=[CH:8][CH:9]=1)(=[O:3])[CH3:2]. The catalyst class is: 2. (7) Reactant: FC(F)(F)C(O)=O.[N:8]1([C:13]2[CH:18]=[CH:17][CH:16]=[CH:15][C:14]=2[OH:19])[CH:12]=[CH:11][CH:10]=[CH:9]1.[CH3:20][CH:21]1[CH2:26][C:25](=O)[CH2:24][CH2:23][N:22]1[C:28]([O:30][C:31]([CH3:34])([CH3:33])[CH3:32])=[O:29]. Product: [CH3:20][CH:21]1[CH2:26][C:25]2([O:19][C:14]3[CH:15]=[CH:16][CH:17]=[CH:18][C:13]=3[N:8]3[CH:9]=[CH:10][CH:11]=[C:12]23)[CH2:24][CH2:23][N:22]1[C:28]([O:30][C:31]([CH3:32])([CH3:34])[CH3:33])=[O:29]. The catalyst class is: 4.